Dataset: Catalyst prediction with 721,799 reactions and 888 catalyst types from USPTO. Task: Predict which catalyst facilitates the given reaction. (1) Reactant: [CH3:1][O:2][C:3]1[CH:17]=[CH:16][C:6]2[CH2:7][NH:8][C:9]3[CH:15]=[CH:14][CH:13]=[CH:12][C:10]=3[O:11][C:5]=2[CH:4]=1.[H-].[Na+].Br[CH2:21][C:22]([O:24][CH2:25][CH3:26])=[O:23]. Product: [CH2:25]([O:24][C:22](=[O:23])[CH2:21][N:8]1[CH2:7][C:6]2[CH:16]=[CH:17][C:3]([O:2][CH3:1])=[CH:4][C:5]=2[O:11][C:10]2[CH:12]=[CH:13][CH:14]=[CH:15][C:9]1=2)[CH3:26]. The catalyst class is: 16. (2) Reactant: [C:1]([C:3]1[C:8]([C:9]([O:11][CH3:12])=[O:10])=[C:7]([C:13]2[CH:14]=[N:15][N:16]([CH3:18])[CH:17]=2)[N:6]=[CH:5][CH:4]=1)#[N:2].NC(N)=[O:21].OO.FC(F)(F)C(OC(=O)C(F)(F)F)=O.C([O-])(O)=O.[Na+]. Product: [C:1]([C:3]1[CH:4]=[CH:5][N+:6]([O-:21])=[C:7]([C:13]2[CH:14]=[N:15][N:16]([CH3:18])[CH:17]=2)[C:8]=1[C:9]([O:11][CH3:12])=[O:10])#[N:2]. The catalyst class is: 366. (3) Reactant: [BH4-].[Na+].[Br:3][C:4]1[CH:5]=[C:6]([C:14](OC)=[O:15])[C:7]([C:10](OC)=[O:11])=[N:8][CH:9]=1.[Cl-].[Ca+2].[Cl-].Cl.O1CCOCC1. Product: [Br:3][C:4]1[CH:5]=[C:6]([CH2:14][OH:15])[C:7]([CH2:10][OH:11])=[N:8][CH:9]=1. The catalyst class is: 14. (4) Reactant: [NH:1]([C:10]([O:12][C:13]([CH3:16])([CH3:15])[CH3:14])=[O:11])[C@H:2]([C:7](O)=[O:8])[CH2:3][CH:4]([CH3:6])[CH3:5].B.C1COCC1. Product: [C:10]([NH:1][C@H:2]([CH2:7][OH:8])[CH2:3][CH:4]([CH3:5])[CH3:6])([O:12][C:13]([CH3:14])([CH3:16])[CH3:15])=[O:11]. The catalyst class is: 220. (5) Reactant: C([O:3][C:4]([C:6]1[N:10]([CH2:11][C:12](=O)[C:13]([CH3:16])([CH3:15])[CH3:14])[C:9](=[O:18])[N:8]([C:19]([CH3:22])([CH3:21])[CH3:20])[N:7]=1)=O)C.C([O-])(=O)C.[NH4+:27]. Product: [C:19]([N:8]1[C:9](=[O:18])[N:10]2[CH:11]=[C:12]([C:13]([CH3:16])([CH3:15])[CH3:14])[NH:27][C:4](=[O:3])[C:6]2=[N:7]1)([CH3:22])([CH3:21])[CH3:20]. The catalyst class is: 5. (6) Reactant: S(C)C.[N:4]([CH2:7][C:8]([C:10]1[CH:15]=[CH:14][CH:13]=[CH:12][N:11]=1)=[O:9])=[N+:5]=[N-:6]. Product: [N:4]([CH2:7][C@@H:8]([C:10]1[CH:15]=[CH:14][CH:13]=[CH:12][N:11]=1)[OH:9])=[N+:5]=[N-:6]. The catalyst class is: 11.